This data is from Full USPTO retrosynthesis dataset with 1.9M reactions from patents (1976-2016). The task is: Predict the reactants needed to synthesize the given product. (1) Given the product [Cl:19][C:11]1[CH:10]=[C:9]([C:4]2[CH:5]=[CH:6][C:7]([Cl:8])=[C:2]([Cl:1])[CH:3]=2)[CH:14]=[C:13]([CH3:15])[N:12]=1, predict the reactants needed to synthesize it. The reactants are: [Cl:1][C:2]1[CH:3]=[C:4]([C:9]2[CH:14]=[C:13]([CH3:15])[NH:12][C:11](=O)[CH:10]=2)[CH:5]=[CH:6][C:7]=1[Cl:8].P(Cl)(Cl)([Cl:19])=O. (2) Given the product [O:15]=[C:13]([N:19]1[CH2:18][CH2:17][N:16]([C:22]2[C:23]3[CH:30]=[C:29]([CH2:31][C:32]([F:34])([F:33])[F:35])[S:28][C:24]=3[N:25]=[CH:26][N:27]=2)[CH2:21][CH2:20]1)[CH2:12][C:9]1[CH:8]=[CH:7][C:6]([CH2:5][S:1]([NH2:2])(=[O:3])=[O:4])=[CH:11][CH:10]=1, predict the reactants needed to synthesize it. The reactants are: [S:1]([CH2:5][C:6]1[CH:11]=[CH:10][C:9]([CH2:12][C:13]([OH:15])=O)=[CH:8][CH:7]=1)(=[O:4])(=[O:3])[NH2:2].[N:16]1([C:22]2[C:23]3[CH:30]=[C:29]([CH2:31][C:32]([F:35])([F:34])[F:33])[S:28][C:24]=3[N:25]=[CH:26][N:27]=2)[CH2:21][CH2:20][NH:19][CH2:18][CH2:17]1.CCN=C=NCCCN(C)C. (3) Given the product [NH2:21][C:11]1[N:10]([CH2:25][CH2:26][OH:27])[N:9]=[C:8]([C:5]2[CH:6]=[CH:7][C:2]([F:1])=[CH:3][CH:4]=2)[C:12]=1[C:13]#[C:14][C:15]1[CH:20]=[CH:19][CH:18]=[CH:17][CH:16]=1, predict the reactants needed to synthesize it. The reactants are: [F:1][C:2]1[CH:7]=[CH:6][C:5]([C:8]2[C:12]([C:13]#[C:14][C:15]3[CH:20]=[CH:19][CH:18]=[CH:17][CH:16]=3)=[C:11]([NH:21]C(=O)C)[N:10]([CH2:25][CH2:26][OH:27])[N:9]=2)=[CH:4][CH:3]=1. (4) Given the product [CH3:10][C:5]1[N:4]=[CH:3][C:2]([B:19]2[O:20][C:21]([CH3:23])([CH3:22])[C:17]([CH3:33])([CH3:16])[O:18]2)=[CH:9][C:6]=1[C:7]#[N:8], predict the reactants needed to synthesize it. The reactants are: Br[C:2]1[CH:3]=[N:4][C:5]([CH3:10])=[C:6]([CH:9]=1)[C:7]#[N:8].C([O-])(=O)C.[K+].[CH3:16][C:17]1([CH3:33])[C:21]([CH3:23])([CH3:22])[O:20][B:19]([B:19]2[O:20][C:21]([CH3:23])([CH3:22])[C:17]([CH3:33])([CH3:16])[O:18]2)[O:18]1.O1CCOCC1.ClCCl. (5) Given the product [CH2:8]([N:11]([S:20]([CH2:23][C:24]1[CH:25]=[CH:26][CH:27]=[CH:28][CH:29]=1)(=[O:22])=[O:21])[C:12]([CH:14]1[CH2:15][CH2:16][N:17]([C:33](=[NH:37])[CH2:32][C:30]#[N:31])[CH2:18][CH2:19]1)=[O:13])[CH:9]=[CH2:10], predict the reactants needed to synthesize it. The reactants are: FC(F)(F)C(O)=O.[CH2:8]([N:11]([S:20]([CH2:23][C:24]1[CH:29]=[CH:28][CH:27]=[CH:26][CH:25]=1)(=[O:22])=[O:21])[C:12]([CH:14]1[CH2:19][CH2:18][NH:17][CH2:16][CH2:15]1)=[O:13])[CH:9]=[CH2:10].[C:30]([CH2:32][C:33](=[NH:37])OCC)#[N:31].CCN(C(C)C)C(C)C.